From a dataset of Forward reaction prediction with 1.9M reactions from USPTO patents (1976-2016). Predict the product of the given reaction. (1) Given the reactants [CH3:1][C:2]1[C:3]([CH2:10]O)=[N:4][CH:5]=[C:6]([CH3:9])[C:7]=1[CH3:8].C1(P(C2C=CC=CC=2)C2C=CC=CC=2)C=CC=CC=1.C(Br)(Br)(Br)[Br:32], predict the reaction product. The product is: [Br:32][CH2:10][C:3]1[C:2]([CH3:1])=[C:7]([CH3:8])[C:6]([CH3:9])=[CH:5][N:4]=1. (2) Given the reactants [N:1]1([C:7]2[CH:15]=[CH:14][C:13]([N+:16]([O-:18])=[O:17])=[CH:12][C:8]=2[C:9](Cl)=[O:10])[CH2:6][CH2:5][O:4][CH2:3][CH2:2]1.[Cl:19][C:20]1[CH:21]=[C:22]([CH:25]=[CH:26][C:27]=1[N:28]1[CH2:33][CH2:32][NH:31][CH2:30][CH2:29]1)[C:23]#[N:24].CCN(CC)CC, predict the reaction product. The product is: [Cl:19][C:20]1[CH:21]=[C:22]([CH:25]=[CH:26][C:27]=1[N:28]1[CH2:33][CH2:32][N:31]([C:9](=[O:10])[C:8]2[CH:12]=[C:13]([N+:16]([O-:18])=[O:17])[CH:14]=[CH:15][C:7]=2[N:1]2[CH2:6][CH2:5][O:4][CH2:3][CH2:2]2)[CH2:30][CH2:29]1)[C:23]#[N:24]. (3) Given the reactants [OH:1][C:2]1[CH:3]=[C:4](/[C:8](/[CH2:38][CH3:39])=[C:9](\[C:25]2[CH:30]=[CH:29][C:28](/[CH:31]=[CH:32]/[C:33]([O:35]CC)=[O:34])=[CH:27][CH:26]=2)/[C:10]2[CH:11]=[C:12]3[C:16](=[CH:17][CH:18]=2)[N:15](C2CCCCO2)[N:14]=[CH:13]3)[CH:5]=[CH:6][CH:7]=1.[CH3:40][C:41]1[N:46]=[CH:45][C:44](B(O)O)=[CH:43][CH:42]=1.BrC1C=CC(OC2C=CC=CC=2)=CC=1Cl, predict the reaction product. The product is: [NH:15]1[C:16]2[C:12](=[CH:11][C:10](/[C:9](/[C:25]3[CH:26]=[CH:27][C:28](/[CH:31]=[CH:32]/[C:33]([OH:35])=[O:34])=[CH:29][CH:30]=3)=[C:8](/[C:4]3[CH:5]=[CH:6][CH:7]=[C:2]([O:1][C:44]4[CH:45]=[N:46][C:41]([CH3:40])=[CH:42][CH:43]=4)[CH:3]=3)\[CH2:38][CH3:39])=[CH:18][CH:17]=2)[CH:13]=[N:14]1. (4) Given the reactants C([O:5][C:6](=[O:44])[C@:7]([NH:24][C:25]([NH:27][C@@H:28]1[CH2:39][O:38][CH2:37][CH2:36][CH2:35][CH2:34][O:33][CH2:32][C@H:31]([CH:40]([CH3:42])[CH3:41])[NH:30][C:29]1=[O:43])=[O:26])([CH3:23])[CH2:8][C:9]1[CH:10]=[N:11][C:12]([NH:15]C(OC(C)(C)C)=O)=[CH:13][CH:14]=1)(C)(C)C, predict the reaction product. The product is: [NH2:15][C:12]1[N:11]=[CH:10][C:9]([CH2:8][C@@:7]([NH:24][C:25]([NH:27][C@@H:28]2[CH2:39][O:38][CH2:37][CH2:36][CH2:35][CH2:34][O:33][CH2:32][C@H:31]([CH:40]([CH3:41])[CH3:42])[NH:30][C:29]2=[O:43])=[O:26])([CH3:23])[C:6]([OH:44])=[O:5])=[CH:14][CH:13]=1.